From a dataset of Reaction yield outcomes from USPTO patents with 853,638 reactions. Predict the reaction yield, written as a fraction of the theoretical maximum amount of product (1.0 means a 100% yield; for example, 0.34 means a 34% yield). (1) The reactants are [F:1][C:2]([F:27])([F:26])[C:3]1[CH:8]=[C:7]([C:9]2[N:13]=[CH:12][N:11](COCC[Si](C)(C)C)[N:10]=2)[CH:6]=[C:5]([C:22]([F:25])([F:24])[F:23])[N:4]=1.C(OCC)(=O)C.CCCCCC. The catalyst is Cl.O1CCOCC1. The product is [NH:11]1[CH:12]=[N:13][C:9]([C:7]2[CH:6]=[C:5]([C:22]([F:23])([F:24])[F:25])[N:4]=[C:3]([C:2]([F:27])([F:1])[F:26])[CH:8]=2)=[N:10]1. The yield is 0.584. (2) The reactants are FC(F)(F)C(O)=O.[NH2:8][CH2:9][C:10]1[N:15]=[C:14]([C:16]2[S:17][C:18]3[CH:26]=[CH:25][CH:24]=[CH:23][C:19]=3[C:20](=[O:22])[N:21]=2)[CH:13]=[CH:12][CH:11]=1.[C:27](Cl)(=[O:34])[C:28]1[CH:33]=[CH:32][CH:31]=[CH:30][CH:29]=1.C(OCC)(=O)C.O. The catalyst is CN(C)C(=O)C. The product is [O:22]=[C:20]1[C:19]2[CH:23]=[CH:24][CH:25]=[CH:26][C:18]=2[S:17][C:16]([C:14]2[N:15]=[C:10]([CH2:9][NH:8][C:27](=[O:34])[C:28]3[CH:33]=[CH:32][CH:31]=[CH:30][CH:29]=3)[CH:11]=[CH:12][CH:13]=2)=[N:21]1. The yield is 0.390.